From a dataset of Catalyst prediction with 721,799 reactions and 888 catalyst types from USPTO. Predict which catalyst facilitates the given reaction. (1) Reactant: CCN(C(C)C)C(C)C.[F:10][C:11]1[CH:19]=[CH:18][CH:17]=[C:16]([F:20])[C:12]=1[C:13]([OH:15])=O.C1C=CC2N(O)N=NC=2C=1.CCN=C=NCCCN(C)C.[O:42]=[C:43]([N:60]1[CH2:65][CH2:64][NH:63][CH2:62][CH2:61]1)[CH2:44][NH:45][C:46]([C:48]1[CH:53]=[CH:52][C:51]([C:54]2[CH:59]=[CH:58][CH:57]=[CH:56][CH:55]=2)=[CH:50][CH:49]=1)=[O:47]. Product: [F:20][C:16]1[CH:17]=[CH:18][CH:19]=[C:11]([F:10])[C:12]=1[C:13]([N:63]1[CH2:62][CH2:61][N:60]([C:43](=[O:42])[CH2:44][NH:45][C:46]([C:48]2[CH:53]=[CH:52][C:51]([C:54]3[CH:59]=[CH:58][CH:57]=[CH:56][CH:55]=3)=[CH:50][CH:49]=2)=[O:47])[CH2:65][CH2:64]1)=[O:15]. The catalyst class is: 18. (2) Reactant: [OH:1][CH:2]([C:22]1[CH:27]=[CH:26][C:25]([C:28]([F:31])([F:30])[F:29])=[CH:24][CH:23]=1)[C:3]1[CH:8]=[CH:7][N:6]=[CH:5][C:4]=1/[CH:9]=[CH:10]/[N:11]1[C:19](=[O:20])[C:18]2[C:13](=[CH:14][CH:15]=[CH:16][CH:17]=2)[C:12]1=[O:21]. Product: [OH:1][CH:2]([C:22]1[CH:23]=[CH:24][C:25]([C:28]([F:30])([F:31])[F:29])=[CH:26][CH:27]=1)[C:3]1[CH:8]=[CH:7][N:6]=[CH:5][C:4]=1[CH2:9][CH2:10][N:11]1[C:12](=[O:21])[C:13]2[C:18](=[CH:17][CH:16]=[CH:15][CH:14]=2)[C:19]1=[O:20]. The catalyst class is: 99. (3) The catalyst class is: 7. Product: [NH2:7][CH2:8][C:9]1[NH:10][C:11](=[O:34])[C:12]([CH2:16][NH:17][C:18]([C:20]2[C:21]3[C:22]([CH3:33])=[CH:23][N:24]([CH:30]([CH3:31])[CH3:32])[C:25]=3[CH:26]=[C:27]([Br:29])[CH:28]=2)=[O:19])=[C:13]([CH3:15])[CH:14]=1. Reactant: C(OC(=O)[NH:7][CH2:8][C:9]1[CH:14]=[C:13]([CH3:15])[C:12]([CH2:16][NH:17][C:18]([C:20]2[C:21]3[C:22]([CH3:33])=[CH:23][N:24]([CH:30]([CH3:32])[CH3:31])[C:25]=3[CH:26]=[C:27]([Br:29])[CH:28]=2)=[O:19])=[C:11]([O:34]C)[N:10]=1)(C)(C)C.Cl. (4) Reactant: [CH:1]1([CH2:7][CH2:8][CH2:9][C@@H:10]([C:15]2[O:19][N:18]=[C:17]([CH2:20][C:21](=[O:27])[N:22]3[CH2:26][CH2:25][CH2:24][CH2:23]3)[N:16]=2)[CH2:11][C:12](O)=[O:13])[CH2:6][CH2:5][CH2:4][CH2:3][CH2:2]1.C(N1C=CN=C1)(N1C=CN=C1)=O.Cl.[NH2:41][OH:42]. Product: [NH3:16].[CH:1]1([CH2:7][CH2:8][CH2:9][C@@H:10]([C:15]2[O:19][N:18]=[C:17]([CH2:20][C:21](=[O:27])[N:22]3[CH2:26][CH2:25][CH2:24][CH2:23]3)[N:16]=2)[CH2:11][C:12]([NH:41][OH:42])=[O:13])[CH2:6][CH2:5][CH2:4][CH2:3][CH2:2]1. The catalyst class is: 7. (5) Reactant: [NH2:1][C@H:2]([CH2:17][NH:18][C:19](=[O:34])[CH2:20][CH:21]([C:28]1[CH:33]=[CH:32][CH:31]=[CH:30][CH:29]=1)[C:22]1[CH:27]=[CH:26][CH:25]=[CH:24][CH:23]=1)[CH2:3][CH2:4][CH2:5][NH:6]C(=O)OCC1C=CC=CC=1. Product: [NH2:1][C@@H:2]([CH2:3][CH2:4][CH2:5][NH2:6])[CH2:17][NH:18][C:19](=[O:34])[CH2:20][CH:21]([C:22]1[CH:23]=[CH:24][CH:25]=[CH:26][CH:27]=1)[C:28]1[CH:33]=[CH:32][CH:31]=[CH:30][CH:29]=1. The catalyst class is: 261.